Dataset: Reaction yield outcomes from USPTO patents with 853,638 reactions. Task: Predict the reaction yield, written as a fraction of the theoretical maximum amount of product (1.0 means a 100% yield; for example, 0.34 means a 34% yield). (1) The reactants are [Cl:1][C:2]1[CH:3]=[CH:4][C:5]([NH:29][C:30]([CH:32]2[CH2:34][CH2:33]2)=[O:31])=[C:6]2[C:10]=1[CH2:9][N:8]([CH:11]([C:17]1[CH:22]=[CH:21][C:20]([O:23][CH3:24])=[C:19]([O:25][CH2:26][CH3:27])[CH:18]=1)[CH2:12][C:13](=[O:16])[NH:14][OH:15])[C:7]2=[O:28].[C:35](OC(=O)C)(=[O:37])[CH3:36]. The catalyst is CC#N. The product is [C:35]([O:15][NH:14][C:13]([CH2:12][C@@H:11]([N:8]1[C:7](=[O:28])[C:6]2[C:10](=[C:2]([Cl:1])[CH:3]=[CH:4][C:5]=2[NH:29][C:30]([CH:32]2[CH2:33][CH2:34]2)=[O:31])[CH2:9]1)[C:17]1[CH:22]=[CH:21][C:20]([O:23][CH3:24])=[C:19]([O:25][CH2:26][CH3:27])[CH:18]=1)=[O:16])(=[O:37])[CH3:36]. The yield is 0.800. (2) The yield is 0.660. The catalyst is C(O)CO. The product is [CH3:12][C:8]1[N:7]([C:1]2[CH:6]=[CH:5][CH:4]=[CH:3][CH:2]=2)[CH:11]=[CH:10][CH:9]=1. The reactants are [C:1]1([N:7]2[CH:11]=[CH:10][CH:9]=[C:8]2[CH:12]=O)[CH:6]=[CH:5][CH:4]=[CH:3][CH:2]=1.[OH-].[K+].O.NN. (3) The reactants are [C:1]([O:5][C:6]([NH:8][C@@H:9]([CH2:17][CH3:18])[C:10](=O)[CH2:11][C:12]([O:14][CH3:15])=[O:13])=[O:7])([CH3:4])([CH3:3])[CH3:2].CC(C)([O-])C.[K+].N12CCN(CC1)CC2.C[N:34](/[CH:36]=[C:37](\[Cl:42])/[CH:38]=[N+](C)C)C.F[P-](F)(F)(F)(F)F.C([O-])(=O)C.[NH4+]. The catalyst is C1COCC1.C(OCC)(=O)C. The product is [C:1]([O:5][C:6]([NH:8][C@H:9]([C:10]1[N:34]=[CH:36][C:37]([Cl:42])=[CH:38][C:11]=1[C:12]([O:14][CH3:15])=[O:13])[CH2:17][CH3:18])=[O:7])([CH3:4])([CH3:3])[CH3:2]. The yield is 0.360. (4) The reactants are C([N:8]1[CH2:13][CH2:12][N:11]([CH:14]2[CH2:20][CH:19]3[C:21](=[CH2:22])[CH:16]([CH2:17][CH2:18]3)[CH2:15]2)[CH2:10][CH2:9]1)C1C=CC=CC=1. The catalyst is CO.[OH-].[OH-].[Pd+2]. The product is [CH3:22][CH:21]1[CH:16]2[CH2:17][CH2:18][CH:19]1[CH2:20][CH:14]([N:11]1[CH2:12][CH2:13][NH:8][CH2:9][CH2:10]1)[CH2:15]2. The yield is 0.860.